This data is from Reaction yield outcomes from USPTO patents with 853,638 reactions. The task is: Predict the reaction yield, written as a fraction of the theoretical maximum amount of product (1.0 means a 100% yield; for example, 0.34 means a 34% yield). (1) The reactants are [Br:1][C:2]1[C:7]2[O:8][CH:9]([C:13](OCC)=[O:14])[CH2:10][N:11]([CH3:12])[C:6]=2[CH:5]=[CH:4][CH:3]=1.[BH4-].[Li+].O. The catalyst is O1CCCC1. The product is [Br:1][C:2]1[C:7]2[O:8][CH:9]([CH2:13][OH:14])[CH2:10][N:11]([CH3:12])[C:6]=2[CH:5]=[CH:4][CH:3]=1. The yield is 0.930. (2) The reactants are [NH2:1][C@H:2]([C:9]([OH:11])=[O:10])[CH2:3][C:4]1[N:8]=[CH:7][NH:6][CH:5]=1.[ClH:12].[CH2:13]=O. The catalyst is O. The product is [ClH:12].[ClH:12].[N:8]1[C:4]2[CH2:3][C@@H:2]([C:9]([OH:11])=[O:10])[NH:1][CH2:13][C:5]=2[NH:6][CH:7]=1. The yield is 0.990. (3) The reactants are [C:1]([C:3]1[C:4]([N:10]=[CH:11][N:12](C)C)=[N:5][C:6]([CH3:9])=[CH:7][CH:8]=1)#[N:2].N[C:16]1[CH:21]=[C:20]([O:22][CH2:23][C:24]2[CH:29]=[CH:28][C:27]([O:30][CH3:31])=[CH:26][CH:25]=2)[CH:19]=[CH:18][C:17]=1[S:32][C:33]1[CH:38]=[CH:37][C:36]([OH:39])=[CH:35][CH:34]=1. The catalyst is C(O)(=O)C. The product is [CH3:31][O:30][C:27]1[CH:26]=[CH:25][C:24]([CH2:23][O:22][C:20]2[CH:19]=[CH:18][C:17]([S:32][C:33]3[CH:38]=[CH:37][C:36]([OH:39])=[CH:35][CH:34]=3)=[C:16]([NH:2][C:1]3[C:3]4[CH:8]=[CH:7][C:6]([CH3:9])=[N:5][C:4]=4[N:10]=[CH:11][N:12]=3)[CH:21]=2)=[CH:29][CH:28]=1. The yield is 0.350. (4) The reactants are C(OC([N:8]1[CH2:12][CH2:11][CH:10]([CH2:13][C:14]2[CH:24]=[CH:23][C:17]3[O:18][C:19]([F:22])([F:21])[O:20][C:16]=3[CH:15]=2)[CH2:9]1)=O)(C)(C)C.[ClH:25]. The catalyst is ClCCl. The product is [ClH:25].[F:22][C:19]1([F:21])[O:18][C:17]2[CH:23]=[CH:24][C:14]([CH2:13][CH:10]3[CH2:11][CH2:12][NH:8][CH2:9]3)=[CH:15][C:16]=2[O:20]1. The yield is 1.00. (5) The reactants are [CH3:1][O:2][C:3]([CH:5]1[CH:11]([C:12]([O:14][CH3:15])=[O:13])[CH:10]2[O:16][CH:6]1[CH2:7][C:8]([C:18]1[N:26](C3CCCCO3)[C:25]3[C:24](=[O:33])[N:23]([CH2:34][CH2:35][CH3:36])[C:22](=[O:37])[N:21]([CH2:38][CH2:39][CH3:40])[C:20]=3[N:19]=1)([OH:17])[CH2:9]2)=[O:4]. The catalyst is Cl.C1COCC1.CO. The product is [CH3:1][O:2][C:3]([CH:5]1[CH:11]([C:12]([O:14][CH3:15])=[O:13])[CH:10]2[O:16][CH:6]1[CH2:7][C:8]([C:18]1[NH:26][C:25]3[C:24](=[O:33])[N:23]([CH2:34][CH2:35][CH3:36])[C:22](=[O:37])[N:21]([CH2:38][CH2:39][CH3:40])[C:20]=3[N:19]=1)([OH:17])[CH2:9]2)=[O:4]. The yield is 0.560.